Dataset: Clinical trial toxicity outcomes and FDA approval status for drugs. Task: Regression/Classification. Given a drug SMILES string, predict its toxicity properties. Task type varies by dataset: regression for continuous values (e.g., LD50, hERG inhibition percentage) or binary classification for toxic/non-toxic outcomes (e.g., AMES mutagenicity, cardiotoxicity, hepatotoxicity). Dataset: clintox. (1) The molecule is CC(CCc1ccc(O)cc1)[NH2+]CCc1ccc(O)c(O)c1. The result is 0 (passed clinical trial). (2) The compound is NC(=O)OCC(COC(N)=O)c1ccccc1. The result is 0 (passed clinical trial). (3) The result is 0 (passed clinical trial). The molecule is O=C([O-])COCC[NH+]1CCN(C(c2ccccc2)c2ccc(Cl)cc2)CC1. (4) The molecule is NS(=O)(=O)c1cc2c(cc1Cl)NC(CSCc1ccccc1)=NS2(=O)=O. The result is 0 (passed clinical trial). (5) The molecule is C[C@@H](O)[C@H]1C(=O)N2C(C(=O)[O-])=C(S[C@@H]3C[NH2+][C@H](C(=O)Nc4cccc(C(=O)[O-])c4)C3)[C@H](C)[C@H]12. The result is 0 (passed clinical trial). (6) The compound is NC1=[NH+]CC2c3ccccc3Cc3ccccc3N12. The result is 0 (passed clinical trial). (7) The molecule is Nc1nc(=O)n([C@@H]2CS[C@H](CO)O2)cc1F. The result is 0 (passed clinical trial). (8) The drug is O=[N+]([O-])OCC(CO[N+](=O)[O-])O[N+](=O)[O-]. The result is 0 (passed clinical trial).